Dataset: Reaction yield outcomes from USPTO patents with 853,638 reactions. Task: Predict the reaction yield, written as a fraction of the theoretical maximum amount of product (1.0 means a 100% yield; for example, 0.34 means a 34% yield). (1) The reactants are Br[C:2]1[CH:22]=[CH:21][C:5]([CH2:6][N:7]2[CH2:12][CH2:11][CH2:10][CH:9]([C:13]3[CH:18]=[CH:17][CH:16]=[CH:15][CH:14]=3)[S:8]2(=[O:20])=[O:19])=[C:4]([F:23])[CH:3]=1.[CH3:24][S:25]([N:28]1[CH2:33][CH2:32][CH:31]([OH:34])[CH2:30][CH2:29]1)(=[O:27])=[O:26].CC1C=NC2C(C=1C)=CC=C1C=2N=CC(C)=C1C.C(=O)([O-])[O-].[Cs+].[Cs+]. The catalyst is [Cu]I. The product is [F:23][C:4]1[CH:3]=[C:2]([O:34][CH:31]2[CH2:32][CH2:33][N:28]([S:25]([CH3:24])(=[O:27])=[O:26])[CH2:29][CH2:30]2)[CH:22]=[CH:21][C:5]=1[CH2:6][N:7]1[CH2:12][CH2:11][CH2:10][CH:9]([C:13]2[CH:18]=[CH:17][CH:16]=[CH:15][CH:14]=2)[S:8]1(=[O:20])=[O:19]. The yield is 0.400. (2) The reactants are Br[C:2]1[CH:7]=[CH:6][C:5]([C:8](=[C:16]2[CH2:22][CH2:21][CH2:20][CH2:19][CH2:18][CH2:17]2)[C:9]2[CH:14]=[CH:13][C:12]([OH:15])=[CH:11][CH:10]=2)=[CH:4][CH:3]=1.[CH3:23][C:24]1[C:28](B(O)O)=[C:27]([CH3:32])[O:26][N:25]=1.C([O-])([O-])=O.[Na+].[Na+]. The catalyst is Cl[Pd](Cl)([P](C1C=CC=CC=1)(C1C=CC=CC=1)C1C=CC=CC=1)[P](C1C=CC=CC=1)(C1C=CC=CC=1)C1C=CC=CC=1.C1COCC1.O. The product is [C:16]1(=[C:8]([C:5]2[CH:6]=[CH:7][C:2]([C:28]3[C:24]([CH3:23])=[N:25][O:26][C:27]=3[CH3:32])=[CH:3][CH:4]=2)[C:9]2[CH:14]=[CH:13][C:12]([OH:15])=[CH:11][CH:10]=2)[CH2:22][CH2:21][CH2:20][CH2:19][CH2:18][CH2:17]1. The yield is 0.780.